This data is from Reaction yield outcomes from USPTO patents with 853,638 reactions. The task is: Predict the reaction yield, written as a fraction of the theoretical maximum amount of product (1.0 means a 100% yield; for example, 0.34 means a 34% yield). (1) The reactants are [CH3:1][C:2]1[N:7]2[N:8]=[C:9](/[CH:11]=[CH:12]/[C:13]3[N:17]([CH3:18])[N:16]=[C:15]([N:19]([CH2:22][CH3:23])[CH2:20][CH3:21])[N:14]=3)[N:10]=[C:6]2[C:5]([CH3:24])=[N:4][CH:3]=1. The catalyst is [Pd].CO. The product is [CH3:1][C:2]1[N:7]2[N:8]=[C:9]([CH2:11][CH2:12][C:13]3[N:17]([CH3:18])[N:16]=[C:15]([N:19]([CH2:22][CH3:23])[CH2:20][CH3:21])[N:14]=3)[N:10]=[C:6]2[C:5]([CH3:24])=[N:4][CH:3]=1. The yield is 0.994. (2) The reactants are [CH2:1]([O:3][C:4]1[CH:31]=[CH:30][C:7]([CH2:8][C:9]2[N:13]([CH2:14][CH2:15][CH:16]([CH3:18])[CH3:17])[C:12]3[CH:19]=[CH:20][C:21]([C:23]([N:25]([CH2:28][CH3:29])[CH2:26][CH3:27])=[O:24])=[CH:22][C:11]=3[N:10]=2)=[CH:6][CH:5]=1)[CH3:2].[O:32]1CCOCC1. The catalyst is C(Cl)Cl.O=[Mn]=O. The product is [CH2:1]([O:3][C:4]1[CH:5]=[CH:6][C:7]([C:8]([C:9]2[N:13]([CH2:14][CH2:15][CH:16]([CH3:17])[CH3:18])[C:12]3[CH:19]=[CH:20][C:21]([C:23]([N:25]([CH2:28][CH3:29])[CH2:26][CH3:27])=[O:24])=[CH:22][C:11]=3[N:10]=2)=[O:32])=[CH:30][CH:31]=1)[CH3:2]. The yield is 0.640. (3) The reactants are Br[C:2]1[CH:7]=[CH:6][C:5]2[C:8]3([CH2:23][O:24][C:4]=2[CH:3]=1)[C:16]1[C:11](=[CH:12][CH:13]=[CH:14][CH:15]=1)[N:10]([CH2:17][CH2:18][CH2:19][CH2:20][CH3:21])[C:9]3=[O:22].[CH3:25][S:26]([O-:28])=[O:27].[Na+].N1CCC[C@H]1C(O)=O. The catalyst is CS(C)=O.O.[Cu](I)I. The product is [CH3:25][S:26]([C:2]1[CH:7]=[CH:6][C:5]2[C:8]3([CH2:23][O:24][C:4]=2[CH:3]=1)[C:16]1[C:11](=[CH:12][CH:13]=[CH:14][CH:15]=1)[N:10]([CH2:17][CH2:18][CH2:19][CH2:20][CH3:21])[C:9]3=[O:22])(=[O:28])=[O:27]. The yield is 0.460. (4) The reactants are [CH2:1]([N:3]([CH2:15][CH3:16])[CH2:4][CH2:5][CH2:6][O:7][C:8]1[CH:13]=[CH:12][C:11]([NH2:14])=[CH:10][CH:9]=1)[CH3:2].[F:17][C:18]1[CH:26]=[C:25]2[C:21]([C:22](=[CH:28]O)[C:23](=[O:27])[NH:24]2)=[CH:20][CH:19]=1. No catalyst specified. The product is [CH2:15]([N:3]([CH2:1][CH3:2])[CH2:4][CH2:5][CH2:6][O:7][C:8]1[CH:9]=[CH:10][C:11]([NH:14][CH:28]=[C:22]2[C:21]3[C:25](=[CH:26][C:18]([F:17])=[CH:19][CH:20]=3)[NH:24][C:23]2=[O:27])=[CH:12][CH:13]=1)[CH3:16]. The yield is 0.610. (5) The reactants are [Cl:1][C:2]1[CH:7]=[CH:6][C:5]([C:8]([C:15]2[CH:20]=[CH:19][C:18]([I:21])=[CH:17][CH:16]=2)([OH:14])[CH2:9][NH:10][CH2:11][CH2:12]O)=[CH:4][CH:3]=1.OS(O)(=O)=O. The catalyst is C(Cl)Cl.C(OCC)(=O)C. The product is [Cl:1][C:2]1[CH:7]=[CH:6][C:5]([C:8]2([C:15]3[CH:20]=[CH:19][C:18]([I:21])=[CH:17][CH:16]=3)[O:14][CH2:12][CH2:11][NH:10][CH2:9]2)=[CH:4][CH:3]=1. The yield is 0.430. (6) The catalyst is C1COCC1. The reactants are C1(P(C2C=CC=CC=2)C2C=CC=CC=2)C=CC=CC=1.[C:20]1(=[O:30])[C:28]2[C:23](=[CH:24][CH:25]=[CH:26][CH:27]=2)[C:22](=[O:29])[NH:21]1.[CH3:31][C:32]1([CH3:39])[CH2:37][CH2:36][CH:35](O)[CH:34]=[CH:33]1.N(C(OC(C)C)=O)=NC(OC(C)C)=O. The yield is 0.428. The product is [CH3:31][C:32]1([CH3:39])[CH2:37][CH2:36][CH:35]([N:21]2[C:22](=[O:29])[C:23]3[C:28](=[CH:27][CH:26]=[CH:25][CH:24]=3)[C:20]2=[O:30])[CH:34]=[CH:33]1. (7) The reactants are C([NH:4][C:5]12[CH2:14][CH:9]3[CH2:10][CH:11]([CH2:13][C:7]([C:15]([OH:17])=[O:16])([CH2:8]3)[CH2:6]1)[CH2:12]2)(=O)C.[ClH:18]. The catalyst is O. The product is [ClH:18].[NH2:4][C:5]12[CH2:14][CH:9]3[CH2:10][CH:11]([CH2:13][C:7]([C:15]([OH:17])=[O:16])([CH2:8]3)[CH2:6]1)[CH2:12]2. The yield is 0.780. (8) The reactants are O[C:2]1[C:11]2[C:6](=[N:7][CH:8]=[CH:9][CH:10]=2)[N:5]([C:12]2[CH:17]=[CH:16][CH:15]=[CH:14][CH:13]=2)[C:4](=[O:18])[C:3]=1[C:19](=O)[CH2:20][CH2:21][C:22]1[CH:27]=[CH:26][C:25]([CH3:28])=[CH:24][CH:23]=1.O.[NH2:31][NH2:32].O. The catalyst is CN(C=O)C. The product is [CH3:28][C:25]1[CH:26]=[CH:27][C:22]([CH2:21][CH2:20][C:19]2[C:3]3[C:4](=[O:18])[N:5]([C:12]4[CH:17]=[CH:16][CH:15]=[CH:14][CH:13]=4)[C:6]4[N:7]=[CH:8][CH:9]=[CH:10][C:11]=4[C:2]=3[NH:32][N:31]=2)=[CH:23][CH:24]=1. The yield is 0.940. (9) The reactants are [Br:1][C:2]1[CH:7]=[CH:6][C:5]([C:8]2[N:13]=[N:12][C:11]([NH2:14])=[N:10][CH:9]=2)=[CH:4][C:3]=1[F:15].Cl[CH:17]([CH2:27][C:28]1[CH:29]=[C:30]2[C:35](=[CH:36][CH:37]=1)[N:34]=[CH:33][CH:32]=[CH:31]2)[CH:18](N1C(=O)CCC1=O)O. The catalyst is C(O)(C)C.O. The product is [Br:1][C:2]1[CH:7]=[CH:6][C:5]([C:8]2[CH:9]=[N:10][C:11]3[N:12]([C:17]([CH2:27][C:28]4[CH:29]=[C:30]5[C:35](=[CH:36][CH:37]=4)[N:34]=[CH:33][CH:32]=[CH:31]5)=[CH:18][N:14]=3)[N:13]=2)=[CH:4][C:3]=1[F:15]. The yield is 0.550.